This data is from Full USPTO retrosynthesis dataset with 1.9M reactions from patents (1976-2016). The task is: Predict the reactants needed to synthesize the given product. (1) Given the product [F:4][C:5]1[CH:12]=[CH:11][CH:10]=[C:9]([OH:13])[C:6]=1[C:7]#[N:2], predict the reactants needed to synthesize it. The reactants are: Cl.[NH2:2]O.[F:4][C:5]1[CH:12]=[CH:11][CH:10]=[C:9]([OH:13])[C:6]=1[CH:7]=O. (2) Given the product [Cl:1][C:2]1[CH:7]=[C:6]([Cl:8])[CH:5]=[CH:4][C:3]=1[N:9]1[C:13]([C:14]2[CH:15]=[CH:16][C:17]([C:20]([F:23])([F:21])[F:22])=[CH:18][CH:19]=2)=[C:12]([CH3:24])[C:11]([CH2:25][O:26][CH:40]([CH3:41])[C:39]([NH:38][C:35]2[CH:36]=[CH:37][C:32]([C:31]([OH:44])=[O:30])=[CH:33][CH:34]=2)=[O:43])=[N:10]1, predict the reactants needed to synthesize it. The reactants are: [Cl:1][C:2]1[CH:7]=[C:6]([Cl:8])[CH:5]=[CH:4][C:3]=1[N:9]1[C:13]([C:14]2[CH:19]=[CH:18][C:17]([C:20]([F:23])([F:22])[F:21])=[CH:16][CH:15]=2)=[C:12]([CH3:24])[C:11]([CH2:25][OH:26])=[N:10]1.[H-].[Na+].C[O:30][C:31](=[O:44])[C:32]1[CH:37]=[CH:36][C:35]([NH:38][C:39](=[O:43])[CH:40](Br)[CH3:41])=[CH:34][CH:33]=1. (3) Given the product [OH:8][C:9]1[CH:26]=[CH:25][C:24]2[C@@H:23]3[C@H:14]([C@H:15]4[C@@:19]([CH2:21][C@@H:22]3[CH2:27][CH2:28][CH2:29][CH2:30][CH2:31][CH2:32][CH2:33][CH2:34][CH2:35][CH:36]([CH2:42][CH2:43][C:44]([F:55])([F:56])[C:45]([F:53])([F:54])[C:46]([F:51])([F:52])[C:47]([F:48])([F:49])[F:50])[C:37]([O:39][CH2:40][CH3:41])=[O:38])([CH3:20])[C@@H:18]([OH:57])[CH2:17][CH2:16]4)[CH2:13][CH2:12][C:11]=2[CH:10]=1, predict the reactants needed to synthesize it. The reactants are: C([O:8][C:9]1[CH:26]=[CH:25][C:24]2[C:23]3[C@H:14]([C@H:15]4[C@@:19]([CH2:21][C:22]=3[CH2:27][CH:28]=[CH:29][CH2:30][CH2:31][CH2:32][CH2:33][CH2:34][CH2:35][CH:36]([CH2:42][CH2:43][C:44]([F:56])([F:55])[C:45]([F:54])([F:53])[C:46]([F:52])([F:51])[C:47]([F:50])([F:49])[F:48])[C:37]([O:39][CH2:40][CH3:41])=[O:38])([CH3:20])[C@@H:18]([O:57]CC3C=CC=CC=3)[CH2:17][CH2:16]4)[CH2:13][CH2:12][C:11]=2[CH:10]=1)C1C=CC=CC=1. (4) Given the product [Br:17][CH2:1][C:2]1[N:3]=[C:4]([C:11]2[CH:16]=[CH:15][CH:14]=[CH:13][N:12]=2)[S:5][C:6]=1[C:7]([O:9][CH3:10])=[O:8], predict the reactants needed to synthesize it. The reactants are: [CH3:1][C:2]1[N:3]=[C:4]([C:11]2[CH:16]=[CH:15][CH:14]=[CH:13][N:12]=2)[S:5][C:6]=1[C:7]([O:9][CH3:10])=[O:8].[Br:17]N1C(=O)CCC1=O. (5) Given the product [C:1]([O:4][C:5]1[CH:14]=[C:13]2[C:8]([C:9]([CH2:16][C:17]([O:19][CH2:22][C:21]([Cl:25])([Cl:24])[Cl:20])=[O:18])=[CH:10][C:11](=[O:15])[O:12]2)=[CH:7][CH:6]=1)(=[O:3])[CH3:2], predict the reactants needed to synthesize it. The reactants are: [C:1]([O:4][C:5]1[CH:14]=[C:13]2[C:8]([C:9]([CH2:16][C:17]([OH:19])=[O:18])=[CH:10][C:11](=[O:15])[O:12]2)=[CH:7][CH:6]=1)(=[O:3])[CH3:2].[Cl:20][C:21]([Cl:25])([Cl:24])[CH2:22]O.C1(N=C=NC2CCCCC2)CCCCC1.